This data is from Full USPTO retrosynthesis dataset with 1.9M reactions from patents (1976-2016). The task is: Predict the reactants needed to synthesize the given product. Given the product [C:2]([C:7]1[S:11][C:10]([CH2:12][N:13]2[CH:17]=[C:16]([NH:18][C:25]([C:23]3[N:24]=[C:20]([CH3:19])[S:21][C:22]=3[C:28]3[CH:29]=[C:30]([CH3:34])[CH:31]=[CH:32][CH:33]=3)=[O:26])[CH:15]=[N:14]2)=[CH:9][CH:8]=1)(=[O:6])[CH3:1], predict the reactants needed to synthesize it. The reactants are: [CH3:1][C:2]1([C:7]2[S:11][C:10]([CH2:12][N:13]3[CH:17]=[C:16]([NH2:18])[CH:15]=[N:14]3)=[CH:9][CH:8]=2)[O:6]CCO1.[CH3:19][C:20]1[S:21][C:22]([C:28]2[CH:29]=[C:30]([CH3:34])[CH:31]=[CH:32][CH:33]=2)=[C:23]([C:25](O)=[O:26])[N:24]=1.